Dataset: Full USPTO retrosynthesis dataset with 1.9M reactions from patents (1976-2016). Task: Predict the reactants needed to synthesize the given product. (1) Given the product [NH2:1][C:2]1[N:10]=[C:9]([F:11])[N:8]=[C:7]2[C:3]=1[N:4]=[C:5]([CH2:17][C:18]1[C:26]([I:27])=[CH:25][C:21]3[O:22][CH2:23][O:24][C:20]=3[CH:19]=1)[N:6]2[CH2:12][CH2:13][CH:14]([OH:16])[CH3:15], predict the reactants needed to synthesize it. The reactants are: [NH2:1][C:2]1[N:10]=[C:9]([F:11])[N:8]=[C:7]2[C:3]=1[N:4]=[C:5]([CH2:17][C:18]1[C:26]([I:27])=[CH:25][C:21]3[O:22][CH2:23][O:24][C:20]=3[CH:19]=1)[N:6]2[CH2:12][CH2:13][C:14](=[O:16])[CH3:15].[BH4-].[Na+]. (2) Given the product [CH3:27][C:28]1[NH:9][C:7](=[O:8])[C:6]2[S:5][C:4]([N:10]3[CH2:11][CH2:12][CH:13]([O:16][C:17]4[CH:22]=[CH:21][CH:20]=[CH:19][C:18]=4[C:23]([F:26])([F:25])[F:24])[CH2:14][CH2:15]3)=[N:3][C:2]=2[N:1]=1, predict the reactants needed to synthesize it. The reactants are: [NH2:1][C:2]1[N:3]=[C:4]([N:10]2[CH2:15][CH2:14][CH:13]([O:16][C:17]3[CH:22]=[CH:21][CH:20]=[CH:19][C:18]=3[C:23]([F:26])([F:25])[F:24])[CH2:12][CH2:11]2)[S:5][C:6]=1[C:7]([NH2:9])=[O:8].[C:27](Cl)(=O)[CH3:28]. (3) Given the product [Cl:1][C:2]1[CH:7]=[CH:6][C:5]([C:8]2[C:12]([CH3:13])=[CH:11][NH:10][C:9]=2[C:14]([OH:16])=[O:15])=[CH:4][CH:3]=1, predict the reactants needed to synthesize it. The reactants are: [Cl:1][C:2]1[CH:7]=[CH:6][C:5]([C:8]2[C:12]([CH3:13])=[CH:11][NH:10][C:9]=2[C:14]([O:16]CC)=[O:15])=[CH:4][CH:3]=1.[OH-].[Na+]. (4) Given the product [OH:35][CH2:34][C:32]1[CH:33]=[C:28]([NH:27][CH2:12][CH2:13][O:14][CH2:15][CH2:16][O:17][CH2:18][CH2:19][O:20][CH2:21][CH2:22][C:23]([O:25][CH3:26])=[O:24])[CH:29]=[C:30]([CH2:36][OH:37])[CH:31]=1, predict the reactants needed to synthesize it. The reactants are: S(O[CH2:12][CH2:13][O:14][CH2:15][CH2:16][O:17][CH2:18][CH2:19][O:20][CH2:21][CH2:22][C:23]([O:25][CH3:26])=[O:24])(C1C=CC(C)=CC=1)(=O)=O.[NH2:27][C:28]1[CH:29]=[C:30]([CH2:36][OH:37])[CH:31]=[C:32]([CH2:34][OH:35])[CH:33]=1.C(=O)([O-])[O-].[K+].[K+].